The task is: Predict which catalyst facilitates the given reaction.. This data is from Catalyst prediction with 721,799 reactions and 888 catalyst types from USPTO. (1) Reactant: [CH2:1]([C:8]1[CH:13]=[CH:12][C:11]([CH2:14][CH:15]([O:21][CH2:22][CH3:23])[C:16]([O:18]CC)=[O:17])=[CH:10][C:9]=1[O:24][CH2:25][CH2:26][C:27]1[CH:32]=[CH:31][C:30]([O:33][S:34]([CH3:37])(=[O:36])=[O:35])=[CH:29][CH:28]=1)[C:2]1[CH:7]=[CH:6][CH:5]=[CH:4][CH:3]=1.[Li+].[OH-].C1COCC1.S([O-])(O)(=O)=O.[K+]. Product: [CH2:1]([C:8]1[CH:13]=[CH:12][C:11]([CH2:14][CH:15]([O:21][CH2:22][CH3:23])[C:16]([OH:18])=[O:17])=[CH:10][C:9]=1[O:24][CH2:25][CH2:26][C:27]1[CH:32]=[CH:31][C:30]([O:33][S:34]([CH3:37])(=[O:35])=[O:36])=[CH:29][CH:28]=1)[C:2]1[CH:3]=[CH:4][CH:5]=[CH:6][CH:7]=1. The catalyst class is: 97. (2) Reactant: [CH3:1][NH:2][C:3]1[C:12]2[C:7](=[CH:8][C:9](B3OC(C)(C)C(C)(C)O3)=[CH:10][CH:11]=2)[N:6]=[C:5]([NH2:22])[N:4]=1.Br[C:24]1[C:29]([C:30]([F:33])([F:32])[F:31])=[CH:28][CH:27]=[CH:26][C:25]=1[F:34].C(=O)([O-])[O-].[Na+].[Na+].COCCOC. Product: [F:34][C:25]1[CH:26]=[CH:27][CH:28]=[C:29]([C:30]([F:31])([F:32])[F:33])[C:24]=1[C:9]1[CH:8]=[C:7]2[C:12]([C:3]([NH:2][CH3:1])=[N:4][C:5]([NH2:22])=[N:6]2)=[CH:11][CH:10]=1. The catalyst class is: 461. (3) Reactant: [OH-].[Na+].[Cl:3][C:4]1[CH:5]=[C:6]([C:11]2[CH:16]=[CH:15][C:14]([NH:17][CH2:18][C:19]3[CH:24]=[CH:23][C:22]([F:25])=[CH:21][C:20]=3[C:26]3[CH:27]=[CH:28][C:29]([C:32]([NH:34][CH2:35][CH2:36][C:37]([O:39]CC)=[O:38])=[O:33])=[N:30][CH:31]=3)=[CH:13][C:12]=2[F:42])[CH:7]=[CH:8][C:9]=1[Cl:10]. Product: [Cl:3][C:4]1[CH:5]=[C:6]([C:11]2[CH:16]=[CH:15][C:14]([NH:17][CH2:18][C:19]3[CH:24]=[CH:23][C:22]([F:25])=[CH:21][C:20]=3[C:26]3[CH:27]=[CH:28][C:29]([C:32]([NH:34][CH2:35][CH2:36][C:37]([OH:39])=[O:38])=[O:33])=[N:30][CH:31]=3)=[CH:13][C:12]=2[F:42])[CH:7]=[CH:8][C:9]=1[Cl:10]. The catalyst class is: 1. (4) Reactant: ClC1N=CC(C[NH:9][CH2:10][CH2:11][N:12]2[CH2:16][CH2:15][NH:14][C:13]2=[CH:17][N+:18]([O-:20])=[O:19])=CC=1.[Cl:21][C:22]1[CH:29]=[CH:28][CH:27]=[CH:26][C:23]=1[CH:24]=O.C(O[BH-](OC(=O)C)OC(=O)C)(=O)C.[Na+].S([O-])([O-])(=O)=O.[Mg+2]. Product: [Cl:21][C:22]1[CH:29]=[CH:28][CH:27]=[CH:26][C:23]=1[CH2:24][NH:9][CH2:10][CH2:11][N:12]1[CH2:16][CH2:15][NH:14][C:13]1=[CH:17][N+:18]([O-:20])=[O:19]. The catalyst class is: 26. (5) Reactant: [CH3:1][N:2]1[C@@H:12]2[CH2:13][C:14]3[CH:19]=[CH:18][C:17]([OH:20])=[C:16]4[O:21][C@H:6]5[C:7]([CH:9]=[CH:10][C@:11]2([OH:22])[C@:5]5([C:15]=34)[CH2:4][CH2:3]1)=[O:8].[CH:23]1(C=O)[CH2:26][CH2:25][CH2:24]1.C(O[BH-](OC(=O)C)OC(=O)C)(=O)C.[Na+].C(O)(=O)C. Product: [CH:19]1[C:14]2[CH2:13][C@H:12]3[N:2]([CH2:1][CH:23]4[CH2:26][CH2:25][CH2:24]4)[CH2:3][CH2:4][C@:5]45[C@H:6]([C@@H:7]([OH:8])[CH2:9][CH2:10][C@@:11]34[OH:22])[O:21][C:16]([C:15]=25)=[C:17]([OH:20])[CH:18]=1. The catalyst class is: 18. (6) Reactant: [CH3:1]O.CC(C)=CC[O:7][C:8]1[C:13]2[O:14][CH:15]=[CH:16][C:12]=2[CH:11]=[C:10]2[CH:17]=[CH:18][C:19]([O:21][C:9]=12)=[O:20].C(N(CC)[C:26]1[CH:31]=[CH:30][CH:29]=CC=1)C. Product: [CH3:29][C:30]([CH3:1])=[CH:31][CH2:26][C:11]1[C:12]2[CH:16]=[CH:15][O:14][C:13]=2[C:8]([OH:7])=[C:9]2[C:10]=1[CH:17]=[CH:18][C:19]([O:21]2)=[O:20]. The catalyst class is: 22. (7) Reactant: [NH2:1][C@@H:2]1[C:8](=[O:9])[NH:7][C:6]2[CH:10]=[CH:11][CH:12]=[CH:13][C:5]=2[C:4]2[CH:14]=[CH:15][CH:16]=[CH:17][C:3]1=2.[OH:18][C:19]([CH3:32])([C:23]([NH:25][CH2:26][CH2:27][C:28]([F:31])([F:30])[F:29])=[O:24])[C:20](O)=[O:21].O.ON1C2C=CC=CC=2N=N1.C(N(C(C)C)CC)(C)C.Cl.CN(C)CCCN=C=NCC.Cl. Product: [OH:18][C:19]([CH3:32])([C:23]([NH:25][CH2:26][CH2:27][C:28]([F:29])([F:30])[F:31])=[O:24])[C:20]([NH:1][C@@H:2]1[C:8](=[O:9])[NH:7][C:6]2[CH:10]=[CH:11][CH:12]=[CH:13][C:5]=2[C:4]2[CH:14]=[CH:15][CH:16]=[CH:17][C:3]1=2)=[O:21]. The catalyst class is: 7. (8) Reactant: Cl[C:2]1[N:7]=[CH:6][C:5]2[C:8]([CH3:16])([CH3:15])[C:9](=[O:14])[N:10]([CH:11]3[CH2:13][CH2:12]3)[C:4]=2[CH:3]=1.[CH3:17][C:18]1[CH:23]=[CH:22][C:21](B(O)O)=[CH:20][N:19]=1.C(=O)([O-])[O-].[Cs+].[Cs+].C(Cl)(Cl)Cl.CC1(C)C2C(=C(P(C3C=CC=CC=3)C3C=CC=CC=3)C=CC=2)OC2C(P(C3C=CC=CC=3)C3C=CC=CC=3)=CC=CC1=2. Product: [CH:11]1([N:10]2[C:4]3[CH:3]=[C:2]([C:21]4[CH:20]=[N:19][C:18]([CH3:17])=[CH:23][CH:22]=4)[N:7]=[CH:6][C:5]=3[C:8]([CH3:16])([CH3:15])[C:9]2=[O:14])[CH2:13][CH2:12]1. The catalyst class is: 12. (9) Reactant: C1(P(C2C=CC=CC=2)C2C=CC=CC=2)C=CC=CC=1.[N:20]([C:23]1([CH3:40])[CH2:26][N:25]([CH:27]([C:34]2[CH:39]=[CH:38][CH:37]=[CH:36][CH:35]=2)[C:28]2[CH:33]=[CH:32][CH:31]=[CH:30][CH:29]=2)[CH2:24]1)=[N+]=[N-]. Product: [CH:27]([N:25]1[CH2:26][C:23]([NH2:20])([CH3:40])[CH2:24]1)([C:34]1[CH:39]=[CH:38][CH:37]=[CH:36][CH:35]=1)[C:28]1[CH:29]=[CH:30][CH:31]=[CH:32][CH:33]=1. The catalyst class is: 20. (10) Reactant: [Cl:1][C:2]1[CH:7]=[C:6]([O:8][C:9]2[C:14]([CH3:15])=[CH:13][C:12]([N+:16]([O-])=O)=[CH:11][C:10]=2[CH3:19])[N:5]=[CH:4][N:3]=1.[Cl-].[NH4+]. Product: [Cl:1][C:2]1[N:3]=[CH:4][N:5]=[C:6]([O:8][C:9]2[C:14]([CH3:15])=[CH:13][C:12]([NH2:16])=[CH:11][C:10]=2[CH3:19])[CH:7]=1. The catalyst class is: 186.